This data is from NCI-60 drug combinations with 297,098 pairs across 59 cell lines. The task is: Regression. Given two drug SMILES strings and cell line genomic features, predict the synergy score measuring deviation from expected non-interaction effect. Drug 1: CCC1=CC2CC(C3=C(CN(C2)C1)C4=CC=CC=C4N3)(C5=C(C=C6C(=C5)C78CCN9C7C(C=CC9)(C(C(C8N6C)(C(=O)OC)O)OC(=O)C)CC)OC)C(=O)OC.C(C(C(=O)O)O)(C(=O)O)O. Drug 2: CN(C(=O)NC(C=O)C(C(C(CO)O)O)O)N=O. Cell line: HS 578T. Synergy scores: CSS=49.8, Synergy_ZIP=-1.46, Synergy_Bliss=-2.54, Synergy_Loewe=-26.5, Synergy_HSA=-1.33.